From a dataset of Reaction yield outcomes from USPTO patents with 853,638 reactions. Predict the reaction yield, written as a fraction of the theoretical maximum amount of product (1.0 means a 100% yield; for example, 0.34 means a 34% yield). (1) The reactants are [O:1]=[C:2]1[C:14]2[C:9](=[N:10][C:11](C#N)=[C:12]([C:15]#[N:16])[N:13]=2)[C:8]2[CH:7]=[CH:6][CH:5]=[CH:4][C:3]1=2.Cl.[OH-:20].[Na+]. No catalyst specified. The product is [OH:20][C:11]1[N:10]=[C:9]2[C:8]3[CH:7]=[CH:6][CH:5]=[CH:4][C:3]=3[C:2](=[O:1])[C:14]2=[N:13][C:12]=1[C:15]#[N:16]. The yield is 0.900. (2) The reactants are [H-].[Na+].[CH:3]([NH2:6])([CH3:5])[CH3:4].Cl[C:8]1[C:9](=[O:42])[N:10]([C:35]2[N:36]=[N:37][C:38]([CH3:41])=[CH:39][CH:40]=2)[CH:11]([C:24]2[CH:29]=[CH:28][C:27]([O:30][C:31]([F:34])([F:33])[F:32])=[CH:26][CH:25]=2)[C:12]=1[C:13](=[O:23])[C:14]1[CH:19]=[CH:18][C:17]([CH:20]([CH3:22])[CH3:21])=[CH:16][CH:15]=1. The catalyst is CN(C=O)C.O. The product is [CH:3]([NH:6][C:8]1[C:9](=[O:42])[N:10]([C:35]2[N:36]=[N:37][C:38]([CH3:41])=[CH:39][CH:40]=2)[CH:11]([C:24]2[CH:29]=[CH:28][C:27]([O:30][C:31]([F:34])([F:33])[F:32])=[CH:26][CH:25]=2)[C:12]=1[C:13](=[O:23])[C:14]1[CH:19]=[CH:18][C:17]([CH:20]([CH3:22])[CH3:21])=[CH:16][CH:15]=1)([CH3:5])[CH3:4]. The yield is 0.170. (3) The reactants are O[CH:2]([C:7]1[CH:8]=[C:9]([OH:13])[CH:10]=[CH:11][CH:12]=1)[CH2:3][N+:4]([O-:6])=[O:5].[CH2:14]1OCCOCCOCCOCCOCC[O:16][CH2:15]1.[F-].[K+].C(OC(=O)C)(=O)C. No catalyst specified. The product is [N+:4]([CH:3]=[CH:2][C:7]1[CH:8]=[C:9]([O:13][C:15](=[O:16])[CH3:14])[CH:10]=[CH:11][CH:12]=1)([O-:6])=[O:5]. The yield is 0.910. (4) The reactants are [Br:1][C:2]1[C:7]([F:8])=[CH:6][CH:5]=[C:4]([CH3:9])[N:3]=1.[Mn]([O-])(=O)(=O)=[O:11].[K+].[OH2:16]. No catalyst specified. The product is [Br:1][C:2]1[N:3]=[C:4]([C:9]([OH:11])=[O:16])[CH:5]=[CH:6][C:7]=1[F:8]. The yield is 0.170. (5) The reactants are [Cl:1][C:2]1[C:3]([N:42]2[CH2:47][C@@H:46]([NH:48][C:49]([O:51][C:52]([CH3:55])([CH3:54])[CH3:53])=[O:50])[CH2:45][C@@H:44]([NH:56][C:57]([O:59][C:60]([CH3:63])([CH3:62])[CH3:61])=[O:58])[CH2:43]2)=[N:4][C:5]([N:20]2[CH2:25][C@@H:24]([NH:26][C:27]([O:29][C:30]([CH3:33])([CH3:32])[CH3:31])=[O:28])[CH2:23][C@@H:22]([NH:34][C:35]([O:37][C:38]([CH3:41])([CH3:40])[CH3:39])=[O:36])[CH2:21]2)=[C:6]([Cl:19])[C:7]=1[NH:8][C:9]1[CH:14]=[CH:13][C:12]([NH:15]C(=O)C)=[CH:11][CH:10]=1.NN. The catalyst is CO.CN1C(=O)CCC1.CCOC(C)=O. The product is [Cl:1][C:2]1[C:3]([N:42]2[CH2:47][C@@H:46]([NH:48][C:49]([O:51][C:52]([CH3:55])([CH3:54])[CH3:53])=[O:50])[CH2:45][C@@H:44]([NH:56][C:57]([O:59][C:60]([CH3:63])([CH3:62])[CH3:61])=[O:58])[CH2:43]2)=[N:4][C:5]([N:20]2[CH2:25][C@@H:24]([NH:26][C:27]([O:29][C:30]([CH3:33])([CH3:32])[CH3:31])=[O:28])[CH2:23][C@@H:22]([NH:34][C:35]([O:37][C:38]([CH3:41])([CH3:40])[CH3:39])=[O:36])[CH2:21]2)=[C:6]([Cl:19])[C:7]=1[NH:8][C:9]1[CH:14]=[CH:13][C:12]([NH2:15])=[CH:11][CH:10]=1. The yield is 0.898. (6) The reactants are [O:1]1[C:5]2[CH:6]=[CH:7][C:8]([C:10]3[S:11][CH:12]=[C:13]([C:15]([OH:17])=O)[N:14]=3)=[CH:9][C:4]=2[CH2:3][CH2:2]1.[NH2:18][C:19]1[CH:24]=[C:23]([C:25]#[N:26])[CH:22]=[CH:21][N:20]=1.F[P-](F)(F)(F)(F)F.N1(OC(N(C)C)=[N+](C)C)C2C=CC=CC=2N=N1.C(N(CC)C(C)C)(C)C. The catalyst is CN(C)C=O.CN(C)C1C=CN=CC=1.CCOC(C)=O. The product is [C:25]([C:23]1[CH:22]=[CH:21][N:20]=[C:19]([NH:18][C:15]([C:13]2[N:14]=[C:10]([C:8]3[CH:7]=[CH:6][C:5]4[O:1][CH2:2][CH2:3][C:4]=4[CH:9]=3)[S:11][CH:12]=2)=[O:17])[CH:24]=1)#[N:26]. The yield is 0.0100. (7) The reactants are [ClH:1].[NH2:2][C:3]1[N:8]=[CH:7][C:6](/[CH:9]=[CH:10]/[C:11]([OH:13])=O)=[CH:5][C:4]=1[CH2:14][N:15]1[CH2:20][CH2:19][O:18][CH2:17][CH2:16]1.Cl.CN1CC2C=C(/C=C/C(O)=O)C=NC=2NC(=O)C1.[CH3:40][NH:41][CH2:42][C:43]1[C:52]2[C:47](=[CH:48][CH:49]=[CH:50][CH:51]=2)[C:46]([CH3:53])=[CH:45][CH:44]=1.CNCC1C=CC2C(=CC=CC=2)C=1CCC. No catalyst specified. The product is [ClH:1].[NH2:2][C:3]1[N:8]=[CH:7][C:6](/[CH:9]=[CH:10]/[C:11]([N:41]([CH3:40])[CH2:42][C:43]2[C:52]3[C:47](=[CH:48][CH:49]=[CH:50][CH:51]=3)[C:46]([CH3:53])=[CH:45][CH:44]=2)=[O:13])=[CH:5][C:4]=1[CH2:14][N:15]1[CH2:20][CH2:19][O:18][CH2:17][CH2:16]1. The yield is 0.620. (8) The reactants are O[CH2:2][C:3]1[C:4](=O)[CH2:5][CH2:6][C:7]=1[CH3:8].[CH:10]1([Li])[C:18]2[C:13](=[CH:14][CH:15]=[CH:16][CH:17]=2)[CH:12]=[CH:11]1.O.[CH3:21]CCCCC. The catalyst is O1CCCC1.C1(C)C=CC=CC=1. The product is [CH:10]1([CH2:2][C:3]2[C:4]([CH3:21])=[CH:5][CH2:6][C:7]=2[CH3:8])[C:18]2[C:13](=[CH:14][CH:15]=[CH:16][CH:17]=2)[CH:12]=[CH:11]1. The yield is 0.720. (9) The reactants are [OH-].[K+].[Cl:3][C:4]1[C:9]2[N:10]=[C:11](N)[S:12][C:8]=2[CH:7]=[CH:6][CH:5]=1.Cl.C([CH2:17][O:18][C:19]1[C:20]([F:29])=[C:21]([C:26]([NH2:28])=[O:27])[C:22]([F:25])=[CH:23][CH:24]=1)#N. The catalyst is O.COCCO.CCO. The product is [Cl:3][C:4]1[C:9]2[N:10]=[C:11]([CH2:17][O:18][C:19]3[C:20]([F:29])=[C:21]([C:26]([NH2:28])=[O:27])[C:22]([F:25])=[CH:23][CH:24]=3)[S:12][C:8]=2[CH:7]=[CH:6][CH:5]=1. The yield is 0.250.